This data is from Full USPTO retrosynthesis dataset with 1.9M reactions from patents (1976-2016). The task is: Predict the reactants needed to synthesize the given product. (1) The reactants are: [F:1][C:2]([F:7])([F:6])[C:3]([OH:5])=[O:4].[NH2:8][CH:9]1[CH2:14][CH2:13][CH:12]([NH:15][C:16]([C:18]2[N:26]=[C:25]3[C:21]([N:22]=[CH:23][N:24]3[C@@H:27]3[CH2:31][C@H:30]([N:32]4[CH:36]=[C:35]([CH2:37][OH:38])[CH:34]=[N:33]4)[C@@H:29]([OH:39])[C@H:28]3[OH:40])=[C:20]([NH:41][CH2:42][CH:43]([C:50]3[CH:55]=[CH:54][CH:53]=[CH:52][CH:51]=3)[C:44]3[CH:49]=[CH:48][CH:47]=[CH:46][CH:45]=3)[N:19]=2)=[O:17])[CH2:11][CH2:10]1.FC(F)(F)C(O)=O.C(NC(=O)NCCCNC(C1N=[C:81]2C(N=[CH:79][N:80]2[C@@H:83]2C[C@H](N3C=C(CO)C=N3)[C@@H](O)[C@H:84]2[OH:96])=C(NCC(C2C=CC=CC=2)C2C=CC=CC=2)N=1)=O)C.Cl.CC(C)(N)C(Cl)=O. Given the product [F:1][C:2]([F:7])([F:6])[C:3]([OH:5])=[O:4].[CH3:79][N:80]([CH3:81])[CH2:83][C:84]([NH:8][CH:9]1[CH2:14][CH2:13][CH:12]([NH:15][C:16]([C:18]2[N:26]=[C:25]3[C:21]([N:22]=[CH:23][N:24]3[C@@H:27]3[CH2:31][C@H:30]([N:32]4[CH:36]=[C:35]([CH2:37][OH:38])[CH:34]=[N:33]4)[CH:29]([OH:39])[CH:28]3[OH:40])=[C:20]([NH:41][CH2:42][CH:43]([C:50]3[CH:55]=[CH:54][CH:53]=[CH:52][CH:51]=3)[C:44]3[CH:45]=[CH:46][CH:47]=[CH:48][CH:49]=3)[N:19]=2)=[O:17])[CH2:11][CH2:10]1)=[O:96], predict the reactants needed to synthesize it. (2) Given the product [CH2:7]([C:9]([C:34]1[CH:39]=[CH:38][C:37]([O:40][S:44]([C:43]([F:56])([F:55])[F:42])(=[O:46])=[O:45])=[C:36]([CH3:41])[CH:35]=1)([C:12]1[CH:17]=[CH:16][C:15]([C:18]#[C:19][C:20]([O:29][CH2:30][O:31][CH3:32])([C:25]([F:26])([F:27])[F:28])[C:21]([F:24])([F:23])[F:22])=[C:14]([CH3:33])[CH:13]=1)[CH2:10][CH3:11])[CH3:8], predict the reactants needed to synthesize it. The reactants are: N1C=CC=CC=1.[CH2:7]([C:9]([C:34]1[CH:39]=[CH:38][C:37]([OH:40])=[C:36]([CH3:41])[CH:35]=1)([C:12]1[CH:17]=[CH:16][C:15]([C:18]#[C:19][C:20]([O:29][CH2:30][O:31][CH3:32])([C:25]([F:28])([F:27])[F:26])[C:21]([F:24])([F:23])[F:22])=[C:14]([CH3:33])[CH:13]=1)[CH2:10][CH3:11])[CH3:8].[F:42][C:43]([F:56])([F:55])[S:44](O[S:44]([C:43]([F:56])([F:55])[F:42])(=[O:46])=[O:45])(=[O:46])=[O:45].O. (3) Given the product [F:27][C:28]([F:39])([F:40])[C:29]1[CH:30]=[C:31]([C:35]2([NH:38][C:17]([C:16]3[C:11]4[CH:10]=[N:9][N:8]([C:5]5[CH:4]=[CH:3][C:2]([F:1])=[CH:7][CH:6]=5)[C:12]=4[CH:13]=[N:14][CH:15]=3)=[O:19])[CH2:36][CH2:37]2)[CH:32]=[CH:33][CH:34]=1, predict the reactants needed to synthesize it. The reactants are: [F:1][C:2]1[CH:7]=[CH:6][C:5]([N:8]2[C:12]3[CH:13]=[N:14][CH:15]=[C:16]([C:17]([OH:19])=O)[C:11]=3[CH:10]=[N:9]2)=[CH:4][CH:3]=1.C(Cl)(=O)C(Cl)=O.Cl.[F:27][C:28]([F:40])([F:39])[C:29]1[CH:30]=[C:31]([C:35]2([NH2:38])[CH2:37][CH2:36]2)[CH:32]=[CH:33][CH:34]=1.C(N(CC)C(C)C)(C)C. (4) Given the product [OH:25][CH2:24][CH2:23][C:21]1[N:22]=[C:18](/[CH:10]=[CH:11]/[C:12]2[CH:17]=[CH:16][CH:15]=[CH:14][CH:13]=2)[O:19][CH:20]=1, predict the reactants needed to synthesize it. The reactants are: C12BC(CCC1)CCC2.[CH:10](/[C:18]1[O:19][CH:20]=[C:21]([CH:23]=[CH2:24])[N:22]=1)=[CH:11]\[C:12]1[CH:17]=[CH:16][CH:15]=[CH:14][CH:13]=1.[OH-:25].[Na+].OO. (5) The reactants are: [Cl:1][C:2]1[C:3]([CH:8]([C:10]2[CH:11]=[N:12][CH:13]=[CH:14][CH:15]=2)[OH:9])=[N:4][CH:5]=[CH:6][N:7]=1. Given the product [Cl:1][C:2]1[C:3]([C:8]([C:10]2[CH:11]=[N:12][CH:13]=[CH:14][CH:15]=2)=[O:9])=[N:4][CH:5]=[CH:6][N:7]=1, predict the reactants needed to synthesize it. (6) Given the product [OH:23][C@H:3]1[C@@H:2]([O:1][CH2:30][CH2:29][O:28][CH2:27][CH2:26][O:25][CH3:24])[C:11]2[CH:10]=[CH:9][N:8]3[C:12]([CH3:16])=[C:13]([CH3:15])[N:14]=[C:7]3[C:6]=2[NH:5][C@@H:4]1[C:17]1[CH:18]=[CH:19][CH:20]=[CH:21][CH:22]=1, predict the reactants needed to synthesize it. The reactants are: [OH:1][C@@H:2]1[C:11]2[CH:10]=[CH:9][N:8]3[C:12]([CH3:16])=[C:13]([CH3:15])[N:14]=[C:7]3[C:6]=2[NH:5][C@H:4]([C:17]2[CH:22]=[CH:21][CH:20]=[CH:19][CH:18]=2)[C@H:3]1[OH:23].[CH3:24][O:25][CH2:26][CH2:27][O:28][CH2:29][CH2:30]O. (7) Given the product [CH3:16][C:15]([OH:17])([CH:14]([N:12]1[CH:13]=[C:9]([B:4]2[O:5][C:6]([CH3:7])([CH3:8])[C:2]([CH3:19])([CH3:1])[O:3]2)[CH:10]=[N:11]1)[CH3:18])[CH3:20], predict the reactants needed to synthesize it. The reactants are: [CH3:1][C:2]1([CH3:19])[C:6]([CH3:8])([CH3:7])[O:5][B:4]([C:9]2[CH:10]=[N:11][N:12]([CH:14]([CH3:18])[C:15](=[O:17])[CH3:16])[CH:13]=2)[O:3]1.[CH3:20][Mg+].[Br-].